This data is from Full USPTO retrosynthesis dataset with 1.9M reactions from patents (1976-2016). The task is: Predict the reactants needed to synthesize the given product. Given the product [C:19]([NH:7][C:6]1[CH:8]=[CH:9][C:3]([C:1]#[CH:2])=[CH:4][CH:5]=1)([O:21][CH2:22][CH:23]1[C:24]2[C:29](=[CH:28][CH:27]=[CH:26][CH:25]=2)[C:30]2[C:35]1=[CH:34][CH:33]=[CH:32][CH:31]=2)=[O:20], predict the reactants needed to synthesize it. The reactants are: [C:1]([C:3]1[CH:9]=[CH:8][C:6]([NH2:7])=[CH:5][CH:4]=1)#[CH:2].CCN(C(C)C)C(C)C.[C:19](Cl)([O:21][CH2:22][CH:23]1[C:35]2[C:30](=[CH:31][CH:32]=[CH:33][CH:34]=2)[C:29]2[C:24]1=[CH:25][CH:26]=[CH:27][CH:28]=2)=[O:20].